From a dataset of Reaction yield outcomes from USPTO patents with 853,638 reactions. Predict the reaction yield, written as a fraction of the theoretical maximum amount of product (1.0 means a 100% yield; for example, 0.34 means a 34% yield). (1) The reactants are [NH2:1][C:2]1[N:7]=[C:6](Cl)[CH:5]=[C:4]([CH2:9][CH3:10])[N:3]=1.[F:11][C:12]1[CH:13]=[C:14]([CH:16]=[CH:17][C:18]=1[S:19][C:20]1[CH:25]=[CH:24][N:23]=[CH:22][CH:21]=1)[NH2:15]. The catalyst is Cl. The product is [CH2:9]([C:4]1[N:3]=[C:2]([NH2:1])[N:7]=[C:6]([NH:15][C:14]2[CH:16]=[CH:17][C:18]([S:19][C:20]3[CH:25]=[CH:24][N:23]=[CH:22][CH:21]=3)=[C:12]([F:11])[CH:13]=2)[CH:5]=1)[CH3:10]. The yield is 0.340. (2) The reactants are [Cl:1][C:2]1[CH:16]=[CH:15][C:5]([CH2:6][N:7]2[CH:12]=[C:11](Br)[N:10]=[CH:9][C:8]2=[O:14])=[CH:4][CH:3]=1.[CH3:17][O:18][C:19]1[CH:24]=[CH:23][C:22](B(O)O)=[CH:21][CH:20]=1. No catalyst specified. The product is [Cl:1][C:2]1[CH:16]=[CH:15][C:5]([CH2:6][N:7]2[CH:12]=[C:11]([C:22]3[CH:23]=[CH:24][C:19]([O:18][CH3:17])=[CH:20][CH:21]=3)[N:10]=[CH:9][C:8]2=[O:14])=[CH:4][CH:3]=1. The yield is 0.710. (3) The reactants are [Cl-].O[NH3+:3].[C:4](=[O:7])([O-])[OH:5].[Na+].CS(C)=O.[Si]([O:20][CH:21]([CH3:59])[CH2:22][O:23][C@H:24]1[CH2:29][CH2:28][C@H:27]([N:30]2[C:35](=[O:36])[C:34]([CH2:37][C:38]3[CH:43]=[CH:42][C:41]([C:44]4[C:45]([C:50]#[N:51])=[CH:46][CH:47]=[CH:48][CH:49]=4)=[CH:40][CH:39]=3)=[C:33]([CH2:52][CH2:53][CH3:54])[N:32]3[N:55]=[C:56]([CH3:58])[N:57]=[C:31]23)[CH2:26][CH2:25]1)(C(C)(C)C)(C)C. The catalyst is O.C(OCC)(=O)C. The product is [OH:20][CH:21]([CH3:59])[CH2:22][O:23][C@H:24]1[CH2:29][CH2:28][C@H:27]([N:30]2[C:35](=[O:36])[C:34]([CH2:37][C:38]3[CH:39]=[CH:40][C:41]([C:44]4[CH:49]=[CH:48][CH:47]=[CH:46][C:45]=4[C:50]4[NH:51][C:4](=[O:7])[O:5][N:3]=4)=[CH:42][CH:43]=3)=[C:33]([CH2:52][CH2:53][CH3:54])[N:32]3[N:55]=[C:56]([CH3:58])[N:57]=[C:31]23)[CH2:26][CH2:25]1. The yield is 0.540. (4) The catalyst is C(Cl)Cl. The reactants are [CH3:1][O:2][C:3](=[O:16])[C:4]1[CH:12]=[C:11]([N+:13]([O-:15])=[O:14])[CH:10]=[C:6]([C:7]([NH2:9])=O)[CH:5]=1.CCN(CC)CC.FC(F)(F)C(OC(=O)C(F)(F)F)=O. The yield is 0.540. The product is [CH3:1][O:2][C:3](=[O:16])[C:4]1[CH:12]=[C:11]([N+:13]([O-:15])=[O:14])[CH:10]=[C:6]([C:7]#[N:9])[CH:5]=1. (5) The reactants are Cl[C:2]1[CH:7]=[CH:6][C:5]([C:8]([F:11])([F:10])[F:9])=[CH:4][CH:3]=1.[O-]P([O-])([O-])=O.[K+].[K+].[K+].[OH:20][C:21]1[CH:26]=[C:25]([CH3:27])[C:24]([C:28](=[O:30])[CH3:29])=[C:23]([CH3:31])[CH:22]=1.C(P(C(C)(C)C)C1C=CC=CC=1C1C(C(C)C)=CC(C(C)C)=CC=1C(C)C)(C)(C)C. The catalyst is C1(C)C=CC=CC=1.CC([O-])=O.CC([O-])=O.[Pd+2]. The product is [CH3:31][C:23]1[CH:22]=[C:21]([O:20][C:2]2[CH:7]=[CH:6][C:5]([C:8]([F:11])([F:10])[F:9])=[CH:4][CH:3]=2)[CH:26]=[C:25]([CH3:27])[C:24]=1[C:28](=[O:30])[CH3:29]. The yield is 0.190. (6) The reactants are [CH2:1]([S:8][CH2:9][C@H:10]([NH:14][C:15]([N:17]1[CH2:22][CH2:21][O:20][CH2:19][CH2:18]1)=[O:16])[C:11]([OH:13])=O)[C:2]1[CH:7]=[CH:6][CH:5]=[CH:4][CH:3]=1.[F:23][C:24]([F:38])([F:37])[O:25][C:26]1[CH:31]=[CH:30][C:29]([NH:32][CH2:33][C@@H:34]([NH2:36])[CH3:35])=[CH:28][CH:27]=1.CN(C(ON1N=NC2C=CC=NC1=2)=[N+](C)C)C.F[P-](F)(F)(F)(F)F.CCN(C(C)C)C(C)C. The catalyst is C(Cl)Cl. The product is [CH2:1]([S:8][CH2:9][C@H:10]([NH:14][C:15]([N:17]1[CH2:22][CH2:21][O:20][CH2:19][CH2:18]1)=[O:16])[C:11](=[O:13])[NH:36][C@@H:34]([CH3:35])[CH2:33][NH:32][C:29]1[CH:28]=[CH:27][C:26]([O:25][C:24]([F:23])([F:37])[F:38])=[CH:31][CH:30]=1)[C:2]1[CH:3]=[CH:4][CH:5]=[CH:6][CH:7]=1. The yield is 0.0500.